Dataset: Reaction yield outcomes from USPTO patents with 853,638 reactions. Task: Predict the reaction yield, written as a fraction of the theoretical maximum amount of product (1.0 means a 100% yield; for example, 0.34 means a 34% yield). (1) The yield is 0.490. The product is [F:19][C:10]1[C:9]([O:8][CH2:7][C:5]2[S:6][C:2]([C:31]3[CH:32]=[CH:33][N:28]=[CH:29][CH:30]=3)=[C:3]([C:20]3[CH:25]=[CH:24][C:23]([O:26][CH3:27])=[CH:22][CH:21]=3)[N:4]=2)=[CH:17][CH:16]=[C:15]([F:18])[C:11]=1[C:12]([NH2:14])=[O:13]. The catalyst is CN(C=O)C.O.[Pd+2].C1(P(C2C=CC=CC=2)C2C=CC=CC=2)C=CC=CC=1. The reactants are Br[C:2]1[S:6][C:5]([CH2:7][O:8][C:9]2[C:10]([F:19])=[C:11]([C:15]([F:18])=[CH:16][CH:17]=2)[C:12]([NH2:14])=[O:13])=[N:4][C:3]=1[C:20]1[CH:25]=[CH:24][C:23]([O:26][CH3:27])=[CH:22][CH:21]=1.[N:28]1[CH:33]=[CH:32][C:31](B(O)O)=[CH:30][CH:29]=1.P([O-])([O-])([O-])=O.[K+].[K+].[K+]. (2) The reactants are [CH3:1][N:2]1[C:6](=[O:7])[C:5]([CH3:9])([CH3:8])[NH:4][C:3]1=[O:10].C(O[I:15](C1C=CC=CC=1)OC(=O)C)(=O)C.II. The catalyst is C1(C)C=CC=CC=1. The product is [I:15][N:4]1[C:5]([CH3:9])([CH3:8])[C:6](=[O:7])[N:2]([CH3:1])[C:3]1=[O:10]. The yield is 0.650. (3) The reactants are [Si]([O:8][CH2:9][C:10]1([CH3:36])[S:16][CH2:15][CH2:14][N:13]2[C:17]([C:20]3([C:23]4[CH:28]=[CH:27][C:26]([C:29]5[CH:34]=[CH:33][C:32]([CH3:35])=[CH:31][N:30]=5)=[CH:25][CH:24]=4)[CH2:22][CH2:21]3)=[N:18][N:19]=[C:12]2[CH2:11]1)(C(C)(C)C)(C)C.Cl. The catalyst is CO. The product is [CH3:36][C:10]1([CH2:9][OH:8])[S:16][CH2:15][CH2:14][N:13]2[C:17]([C:20]3([C:23]4[CH:24]=[CH:25][C:26]([C:29]5[CH:34]=[CH:33][C:32]([CH3:35])=[CH:31][N:30]=5)=[CH:27][CH:28]=4)[CH2:22][CH2:21]3)=[N:18][N:19]=[C:12]2[CH2:11]1. The yield is 0.830. (4) The reactants are [Cl:1][C:2]1[N:10]=[C:9]2[C:5]([N:6]=[C:7]([CH2:12][CH:13]=O)[N:8]2[CH3:11])=[C:4]([N:15]2[CH2:20][CH2:19][O:18][CH2:17][CH2:16]2)[N:3]=1.[NH:21]1[CH2:24][CH:23]([C:25]([OH:28])([CH3:27])[CH3:26])[CH2:22]1.C(OC)(OC)OC.C(O)(=O)C.C(O[BH-](OC(=O)C)OC(=O)C)(=O)C.[Na+]. The catalyst is ClCCCl. The product is [Cl:1][C:2]1[N:10]=[C:9]2[C:5]([N:6]=[C:7]([CH2:12][CH2:13][N:21]3[CH2:24][CH:23]([C:25]([OH:28])([CH3:27])[CH3:26])[CH2:22]3)[N:8]2[CH3:11])=[C:4]([N:15]2[CH2:20][CH2:19][O:18][CH2:17][CH2:16]2)[N:3]=1. The yield is 0.230. (5) The yield is 0.240. The product is [Br:1][C:2]1[CH:11]=[CH:10][C:5]([C:6]([NH:8]/[N:9]=[C:14](/[N:13]([CH3:20])[CH3:12])\[CH3:15])=[O:7])=[CH:4][CH:3]=1. The reactants are [Br:1][C:2]1[CH:11]=[CH:10][C:5]([C:6]([NH:8][NH2:9])=[O:7])=[CH:4][CH:3]=1.[CH3:12][N:13]([CH3:20])[C:14](OC)(OC)[CH3:15]. No catalyst specified. (6) The reactants are [F:1][C:2]1[CH:7]=[C:6]([N+:8]([O-])=O)[CH:5]=[CH:4][C:3]=1[NH:11][C:12]1[CH:17]=[CH:16][N:15]=[C:14]2[CH:18]=[C:19]([C:21]3[N:22]=[CH:23][N:24]([CH3:26])[CH:25]=3)[S:20][C:13]=12.[NH4+].[Cl-]. The catalyst is CO.O.[Fe]. The product is [F:1][C:2]1[CH:7]=[C:6]([NH2:8])[CH:5]=[CH:4][C:3]=1[NH:11][C:12]1[CH:17]=[CH:16][N:15]=[C:14]2[CH:18]=[C:19]([C:21]3[N:22]=[CH:23][N:24]([CH3:26])[CH:25]=3)[S:20][C:13]=12. The yield is 1.00.